From a dataset of TCR-epitope binding with 47,182 pairs between 192 epitopes and 23,139 TCRs. Binary Classification. Given a T-cell receptor sequence (or CDR3 region) and an epitope sequence, predict whether binding occurs between them. The epitope is SSNVANYQK. The TCR CDR3 sequence is CASSLTPGLPPYEQYF. Result: 0 (the TCR does not bind to the epitope).